From a dataset of Full USPTO retrosynthesis dataset with 1.9M reactions from patents (1976-2016). Predict the reactants needed to synthesize the given product. (1) Given the product [ClH:36].[NH2:8][CH2:9][C:10]1[N:11]([CH2:32][CH:33]([CH3:35])[CH3:34])[C:12](=[O:31])[C:13]2[C:18]([C:19]=1[C:20]1[CH:25]=[CH:24][CH:23]=[CH:22][CH:21]=1)=[CH:17][C:16](/[CH:26]=[CH:27]/[C:28]([NH2:30])=[O:29])=[CH:15][CH:14]=2, predict the reactants needed to synthesize it. The reactants are: C(OC([NH:8][CH2:9][C:10]1[N:11]([CH2:32][CH:33]([CH3:35])[CH3:34])[C:12](=[O:31])[C:13]2[C:18]([C:19]=1[C:20]1[CH:25]=[CH:24][CH:23]=[CH:22][CH:21]=1)=[CH:17][C:16](/[CH:26]=[CH:27]/[C:28]([NH2:30])=[O:29])=[CH:15][CH:14]=2)=O)(C)(C)C.[ClH:36]. (2) Given the product [C:14]1([S:13][C:10]2([C:8]([N:6]3[CH2:5][CH:4]4[C:20]5[CH:21]=[CH:22][CH:23]=[CH:24][C:25]=5[O:1][CH2:2][CH:3]4[CH2:7]3)=[O:9])[CH2:12][CH2:11]2)[CH:19]=[CH:18][CH:17]=[CH:16][CH:15]=1, predict the reactants needed to synthesize it. The reactants are: [OH:1][CH2:2][CH:3]1[CH2:7][N:6]([C:8]([C:10]2([S:13][C:14]3[CH:19]=[CH:18][CH:17]=[CH:16][CH:15]=3)[CH2:12][CH2:11]2)=[O:9])[CH2:5][CH:4]1[C:20]1[CH:25]=[CH:24][CH:23]=[CH:22][C:21]=1O.C1(P(C2C=CC=CC=2)C2C=CC=CC=2)C=CC=CC=1.N(C(OC(C)C)=O)=NC(OC(C)C)=O.O1CCCC1.